This data is from Forward reaction prediction with 1.9M reactions from USPTO patents (1976-2016). The task is: Predict the product of the given reaction. (1) Given the reactants ClC1C=CC=CC=1[CH2:4][O:5][CH2:6][CH2:7][N:8]([C@H:25]1[CH2:30][CH2:29][C@H:28]([CH3:31])[CH2:27][CH2:26]1)[C:9](=[O:24])NC1SC(SCC(C)(C)C(O)=O)=CN=1.BrC[CH:38]1[CH2:40][CH2:39]1.C([O:43][C:44](=[O:53])[CH2:45][S:46][C:47]1[S:51][C:50]([NH2:52])=[N:49][CH:48]=1)C, predict the reaction product. The product is: [CH:38]1([CH:6]([O:5][CH3:4])[CH2:7][N:8]([C@H:25]2[CH2:26][CH2:27][C@H:28]([CH3:31])[CH2:29][CH2:30]2)[C:9](=[O:24])[NH:52][C:50]2[S:51][C:47]([S:46][CH2:45][C:44]([OH:43])=[O:53])=[CH:48][N:49]=2)[CH2:40][CH2:39]1. (2) Given the reactants [CH3:1][O:2][C:3]1[CH:4]=[CH:5][CH:6]=[C:7]2[C:11]=1[NH:10][CH:9]=[C:8]2[C:12]([OH:14])=O.ON1C2C=CC=CC=2N=N1.CCN=C=NCCCN(C)C.Cl.[CH3:37][C:38]1[CH:39]=[C:40]([CH:43]=[CH:44][CH:45]=1)[CH2:41][NH2:42], predict the reaction product. The product is: [CH3:1][O:2][C:3]1[CH:4]=[CH:5][CH:6]=[C:7]2[C:11]=1[NH:10][CH:9]=[C:8]2[C:12]([NH:42][CH2:41][C:40]1[CH:43]=[CH:44][CH:45]=[C:38]([CH3:37])[CH:39]=1)=[O:14]. (3) Given the reactants [BH4-].[Na+].[CH3:3][C:4]1[N:5]=[CH:6][N:7]([C:9]2[CH:14]=[CH:13][C:12]([NH:15][CH:16]([CH3:28])[CH2:17][C:18]([NH:20][C:21](=[O:27])[O:22][C:23]([CH3:26])([CH3:25])[CH3:24])=O)=[CH:11][CH:10]=2)[CH:8]=1.O.O.O.O.O.O.[Cl-].[Mg+2].[Cl-].C(O)(=O)CC(CC(O)=O)(C(O)=O)O.Cl, predict the reaction product. The product is: [CH3:28][C@H:16]1[CH2:17][C@@H:18]([NH:20][C:21](=[O:27])[O:22][C:23]([CH3:26])([CH3:25])[CH3:24])[C:13]2[C:12](=[CH:11][CH:10]=[C:9]([N:7]3[CH:8]=[C:4]([CH3:3])[N:5]=[CH:6]3)[CH:14]=2)[NH:15]1. (4) Given the reactants [N:1]1([C:6]2[CH:7]=[C:8]3[C:13](=[CH:14][CH:15]=2)[N:12]=[C:11]([C:16]2[CH:21]=[CH:20][CH:19]=[CH:18][CH:17]=2)[N:10]=[CH:9]3)[CH:5]=[CH:4][N:3]=[CH:2]1.[C:22]([OH:31])(=[O:30])[C@@H:23]([C@H:25]([C:27]([OH:29])=[O:28])[OH:26])[OH:24], predict the reaction product. The product is: [C:27]([C@@H:25]([C@H:23]([C:22]([OH:31])=[O:30])[OH:24])[OH:26])([OH:29])=[O:28].[N:1]1([C:6]2[CH:7]=[C:8]3[C:13](=[CH:14][CH:15]=2)[N:12]=[C:11]([C:16]2[CH:21]=[CH:20][CH:19]=[CH:18][CH:17]=2)[N:10]=[CH:9]3)[CH:5]=[CH:4][N:3]=[CH:2]1.